This data is from NCI-60 drug combinations with 297,098 pairs across 59 cell lines. The task is: Regression. Given two drug SMILES strings and cell line genomic features, predict the synergy score measuring deviation from expected non-interaction effect. Drug 1: CCC1=CC2CC(C3=C(CN(C2)C1)C4=CC=CC=C4N3)(C5=C(C=C6C(=C5)C78CCN9C7C(C=CC9)(C(C(C8N6C)(C(=O)OC)O)OC(=O)C)CC)OC)C(=O)OC.C(C(C(=O)O)O)(C(=O)O)O. Drug 2: C1=CC(=CC=C1CCCC(=O)O)N(CCCl)CCCl. Cell line: OVCAR-8. Synergy scores: CSS=25.2, Synergy_ZIP=-3.57, Synergy_Bliss=-1.87, Synergy_Loewe=-19.9, Synergy_HSA=-0.201.